From a dataset of Reaction yield outcomes from USPTO patents with 853,638 reactions. Predict the reaction yield, written as a fraction of the theoretical maximum amount of product (1.0 means a 100% yield; for example, 0.34 means a 34% yield). The reactants are [Br:1][C:2]1[N:6]2[C:7](=[O:13])[CH:8]=[C:9]([CH2:11]Cl)[N:10]=[C:5]2[S:4][C:3]=1[CH3:14].[CH2:15]([NH:17][C:18]1[CH:23]=[CH:22][C:21]([F:24])=[CH:20][CH:19]=1)[CH3:16].C(=O)([O-])[O-].[K+].[K+].[I-].[Na+]. The catalyst is C(#N)C.[Cl-].[NH4+]. The product is [Br:1][C:2]1[N:6]2[C:7](=[O:13])[CH:8]=[C:9]([CH2:11][N:17]([CH2:15][CH3:16])[C:18]3[CH:23]=[CH:22][C:21]([F:24])=[CH:20][CH:19]=3)[N:10]=[C:5]2[S:4][C:3]=1[CH3:14]. The yield is 0.540.